This data is from Reaction yield outcomes from USPTO patents with 853,638 reactions. The task is: Predict the reaction yield, written as a fraction of the theoretical maximum amount of product (1.0 means a 100% yield; for example, 0.34 means a 34% yield). (1) The reactants are C(=O)([O-])[O-].[K+].[K+].[F:7][C:8]([F:17])([F:16])[C:9]1[CH:14]=[CH:13][CH:12]=[CH:11][C:10]=1[OH:15].Cl[CH2:19][C:20]1[CH:21]=[C:22]2[C:26](=[CH:27][CH:28]=1)[CH2:25][C@H:24]([NH:29][S:30]([CH:33]([CH3:35])[CH3:34])(=[O:32])=[O:31])[CH2:23]2. The catalyst is CN(C=O)C. The product is [F:7][C:8]([F:16])([F:17])[C:9]1[CH:14]=[CH:13][CH:12]=[CH:11][C:10]=1[O:15][CH2:19][C:20]1[CH:21]=[C:22]2[C:26](=[CH:27][CH:28]=1)[CH2:25][C@H:24]([NH:29][S:30]([CH:33]([CH3:35])[CH3:34])(=[O:32])=[O:31])[CH2:23]2. The yield is 0.278. (2) The reactants are C([Li])CCC.IC1C=CC=CC=1.C(NC(C)C)(C)C.[Cl:20][C:21]1[CH:26]=[CH:25][CH:24]=[CH:23][N:22]=1.[CH:27](N1CCCCC1)=[O:28]. The catalyst is C1COCC1. The product is [Cl:20][C:21]1[N:22]=[CH:23][CH:24]=[CH:25][C:26]=1[CH:27]=[O:28]. The yield is 0.540. (3) The reactants are [CH3:1][C:2]1[C:7]([CH3:8])=[CH:6][C:5]([C:9]2[CH:14]=[CH:13][CH:12]=[CH:11][CH:10]=2)=[CH:4][C:3]=1[CH2:15][NH:16][C:17]1[C:18]([F:32])=[C:19]([CH:28]=[CH:29][C:30]=1[F:31])[O:20][CH2:21][C:22]([O:24]C(C)C)=[O:23].[Li+].[OH-].O. The catalyst is C1COCC1. The product is [CH3:1][C:2]1[C:7]([CH3:8])=[CH:6][C:5]([C:9]2[CH:14]=[CH:13][CH:12]=[CH:11][CH:10]=2)=[CH:4][C:3]=1[CH2:15][NH:16][C:17]1[C:18]([F:32])=[C:19]([CH:28]=[CH:29][C:30]=1[F:31])[O:20][CH2:21][C:22]([OH:24])=[O:23]. The yield is 0.800. (4) The reactants are CC1(C)C(C)(C)[O:5][B:4]([C:9]2[CH:18]=[C:17]3[C:12]([CH2:13][CH2:14][NH:15][CH2:16]3)=[CH:11][CH:10]=2)[O:3]1. The catalyst is Cl. The product is [CH2:16]1[C:17]2[C:12](=[CH:11][CH:10]=[C:9]([B:4]([OH:5])[OH:3])[CH:18]=2)[CH2:13][CH2:14][NH:15]1. The yield is 0.870. (5) The reactants are Cl.[NH:2]1[CH2:5][CH:4]([C:6]2[C:11]([N:12]3[CH2:16][CH2:15][CH:14]([CH3:17])[CH2:13]3)=[N:10][CH:9]=[CH:8][N:7]=2)[CH2:3]1.Cl[C:19]1[CH:28]=[CH:27][C:26]2[C:21](=[CH:22][CH:23]=[CH:24][CH:25]=2)[N:20]=1.C([O-])([O-])=O.[Cs+].[Cs+]. The catalyst is CN(C=O)C.O. The product is [CH3:17][CH:14]1[CH2:15][CH2:16][N:12]([C:11]2[C:6]([CH:4]3[CH2:5][N:2]([C:19]4[CH:28]=[CH:27][C:26]5[C:21](=[CH:22][CH:23]=[CH:24][CH:25]=5)[N:20]=4)[CH2:3]3)=[N:7][CH:8]=[CH:9][N:10]=2)[CH2:13]1. The yield is 0.740. (6) The yield is 0.980. The catalyst is Cl.O1CCOCC1. The product is [NH:4]1[C:5]([CH:6]2[CH2:11][CH2:10][NH:9][CH2:8][CH2:7]2)=[N:1][N:2]=[N:3]1. The reactants are [NH:1]1[C:5]([CH:6]2[CH2:11][CH2:10][N:9](C(OC(C)(C)C)=O)[CH2:8][CH2:7]2)=[N:4][N:3]=[N:2]1. (7) The reactants are [CH3:1][C:2]1[C:11]2[NH:10][C:9](=O)[C@@H:8]3[CH2:13][N:14]([C:16]([O:18][C:19]([CH3:22])([CH3:21])[CH3:20])=[O:17])[CH2:15][C@@H:7]3[C:6]=2[CH:5]=[CH:4][CH:3]=1. The catalyst is C1COCC1. The product is [CH3:1][C:2]1[C:11]2[NH:10][CH2:9][C@@H:8]3[CH2:13][N:14]([C:16]([O:18][C:19]([CH3:22])([CH3:21])[CH3:20])=[O:17])[CH2:15][C@@H:7]3[C:6]=2[CH:5]=[CH:4][CH:3]=1. The yield is 0.670.